The task is: Predict the reactants needed to synthesize the given product.. This data is from Full USPTO retrosynthesis dataset with 1.9M reactions from patents (1976-2016). (1) Given the product [CH3:1][O:2][C:3]([C:4]1[C:5]2[O:13][C:14]3[C:19]([CH:20]=[O:21])=[C:18]([OH:22])[CH:17]=[C:16]([CH3:23])[C:15]=3[C:24](=[O:25])[O:26][C:6]=2[C:7]([CH3:11])=[C:8]([OH:10])[CH:9]=1)=[O:27], predict the reactants needed to synthesize it. The reactants are: [CH3:1][O:2][C:3](=[O:27])[C:4]1[CH:9]=[C:8]([OH:10])[C:7]([CH3:11])=[C:6](O)[C:5]=1[O:13][C:14]1[C:19]([CH:20]=[O:21])=[C:18]([OH:22])[CH:17]=[C:16]([CH3:23])[C:15]=1[C:24]([OH:26])=[O:25].C(OC(=O)C)(=O)C. (2) The reactants are: [CH3:1][C:2]1([C:11]([C:13]2[C:21]3[C:16](=[N:17][CH:18]=[C:19]([C:22]4[CH:27]=[C:26]([O:28][CH3:29])[C:25]([O:30][CH3:31])=[C:24]([O:32][CH3:33])[CH:23]=4)[N:20]=3)[NH:15][CH:14]=2)=[O:12])[CH2:7][CH2:6][CH:5]([O:8]C=O)[CH2:4][CH2:3]1.[OH-].[Na+]. Given the product [OH:8][CH:5]1[CH2:4][CH2:3][C:2]([C:11]([C:13]2[C:21]3[C:16](=[N:17][CH:18]=[C:19]([C:22]4[CH:23]=[C:24]([O:32][CH3:33])[C:25]([O:30][CH3:31])=[C:26]([O:28][CH3:29])[CH:27]=4)[N:20]=3)[NH:15][CH:14]=2)=[O:12])([CH3:1])[CH2:7][CH2:6]1, predict the reactants needed to synthesize it.